Dataset: Reaction yield outcomes from USPTO patents with 853,638 reactions. Task: Predict the reaction yield, written as a fraction of the theoretical maximum amount of product (1.0 means a 100% yield; for example, 0.34 means a 34% yield). (1) The reactants are [F:1][C:2]1[CH:7]=[CH:6][C:5]([C:8]2[CH:22]=[C:21]([CH:23]=O)[CH:20]=[CH:19][C:9]=2[O:10][CH2:11][C:12]([O:14][C:15]([CH3:18])([CH3:17])[CH3:16])=[O:13])=[CH:4][C:3]=1[S:25]([CH3:28])(=[O:27])=[O:26].[CH3:29][NH2:30].C1COCC1.[BH4-].[Na+]. The catalyst is CO.O. The product is [F:1][C:2]1[CH:7]=[CH:6][C:5]([C:8]2[CH:22]=[C:21]([CH2:23][NH:30][CH3:29])[CH:20]=[CH:19][C:9]=2[O:10][CH2:11][C:12]([O:14][C:15]([CH3:18])([CH3:17])[CH3:16])=[O:13])=[CH:4][C:3]=1[S:25]([CH3:28])(=[O:27])=[O:26]. The yield is 0.930. (2) The reactants are [CH:1]([C:3]1[CH:8]=[CH:7][C:6]([C:9]2[CH:14]=[CH:13][C:12]([CH:15]([CH3:24])[CH2:16][NH:17][S:18]([CH:21]([CH3:23])[CH3:22])(=[O:20])=[O:19])=[CH:11][CH:10]=2)=[CH:5][CH:4]=1)=[O:2].[CH3:25][Mg]Br. The yield is 0.740. The catalyst is O1CCCC1.C(OCC)C.O. The product is [OH:2][CH:1]([C:3]1[CH:4]=[CH:5][C:6]([C:9]2[CH:14]=[CH:13][C:12]([CH:15]([CH3:24])[CH2:16][NH:17][S:18]([CH:21]([CH3:23])[CH3:22])(=[O:19])=[O:20])=[CH:11][CH:10]=2)=[CH:7][CH:8]=1)[CH3:25]. (3) The reactants are [Cl:1][C:2]1[N:3]=[N:4][C:5]([Cl:8])=[CH:6][CH:7]=1.[Li+].[Cl-].C([Cu])#N.[F:14][C:15]1[CH:23]=[CH:22][C:18]([C:19](Cl)=[O:20])=[CH:17][CH:16]=1. The catalyst is C1COCC1. The product is [Cl:1][C:2]1[N:3]=[N:4][C:5]([Cl:8])=[CH:6][C:7]=1[C:19]([C:18]1[CH:22]=[CH:23][C:15]([F:14])=[CH:16][CH:17]=1)=[O:20]. The yield is 0.960. (4) The reactants are COC1C=CC(C[N:10](CC2C=CC(OC)=CC=2)[CH2:11][CH:12]([NH:20][C:21]2[N:22](COCC[Si](C)(C)C)[C:23]([C:26]3[CH:27]=[C:28]4[C:33](=[CH:34][CH:35]=3)[CH:32]=[N:31][CH:30]=[CH:29]4)=[CH:24][N:25]=2)[CH2:13][C:14]2[CH:19]=[CH:18][CH:17]=[CH:16][CH:15]=2)=CC=1.NC(CC1C=CC=CC=1)CN(CC1C=CC(OC)=CC=1)CC1C=CC(OC)=CC=1.C([Li])CCC.C[Si](C)(C)CCOCN1C(C2C=C3C(=CC=2)C=NC=C3)=CN=C1S(C1C=CC=CC=1)(=O)=O.[OH-].[NH4+]. The catalyst is O1CCOCC1.O.CO. The product is [NH2:10][CH2:11][CH:12]([NH:20][C:21]1[NH:22][C:23]([C:26]2[CH:27]=[C:28]3[C:33](=[CH:34][CH:35]=2)[CH:32]=[N:31][CH:30]=[CH:29]3)=[CH:24][N:25]=1)[CH2:13][C:14]1[CH:15]=[CH:16][CH:17]=[CH:18][CH:19]=1. The yield is 0.400. (5) The reactants are [CH3:1][C:2]1[CH:25]=[CH:24][C:5]([CH2:6][CH2:7][C:8]2[S:9][C:10]3[N:11]=[C:12]([NH2:23])[N:13]=[C:14]([N:17]4[CH2:22][CH2:21][NH:20][CH2:19][CH2:18]4)[C:15]=3[N:16]=2)=[CH:4][CH:3]=1.[Br:26][C:27]1[CH:37]=[CH:36][C:30]([O:31][CH2:32][C:33](O)=[O:34])=[CH:29][CH:28]=1. No catalyst specified. The product is [NH2:23][C:12]1[N:13]=[C:14]([N:17]2[CH2:18][CH2:19][N:20]([C:33](=[O:34])[CH2:32][O:31][C:30]3[CH:36]=[CH:37][C:27]([Br:26])=[CH:28][CH:29]=3)[CH2:21][CH2:22]2)[C:15]2[N:16]=[C:8]([CH2:7][CH2:6][C:5]3[CH:4]=[CH:3][C:2]([CH3:1])=[CH:25][CH:24]=3)[S:9][C:10]=2[N:11]=1. The yield is 0.470.